This data is from Full USPTO retrosynthesis dataset with 1.9M reactions from patents (1976-2016). The task is: Predict the reactants needed to synthesize the given product. (1) Given the product [OH:1][CH2:2][CH2:3][C@H:4]([NH:15][C:16]([C:18]1[CH:19]=[N:20][N:21]([C:24]2[CH:29]=[CH:28][C:27]([Cl:30])=[CH:26][CH:25]=2)[C:22]=1[CH3:23])=[O:17])[C:5]1[CH:10]=[CH:9][CH:8]=[C:7]([C:11]([F:14])([F:13])[F:12])[CH:6]=1, predict the reactants needed to synthesize it. The reactants are: [O:1]=[CH:2][CH2:3][C@H:4]([NH:15][C:16]([C:18]1[CH:19]=[N:20][N:21]([C:24]2[CH:29]=[CH:28][C:27]([Cl:30])=[CH:26][CH:25]=2)[C:22]=1[CH3:23])=[O:17])[C:5]1[CH:10]=[CH:9][CH:8]=[C:7]([C:11]([F:14])([F:13])[F:12])[CH:6]=1.[BH4-].[Na+]. (2) Given the product [CH2:1]([O:3][C:4](=[O:22])[CH2:5][C:6]1[N:7]=[C:8]([Cl:25])[C:9]2[C:14]([C:15]3[CH:20]=[CH:19][CH:18]=[CH:17][CH:16]=3)=[CH:13][S:12][C:10]=2[N:11]=1)[CH3:2], predict the reactants needed to synthesize it. The reactants are: [CH2:1]([O:3][C:4](=[O:22])[CH2:5][C:6]1[NH:7][C:8](=O)[C:9]2[C:14]([C:15]3[CH:20]=[CH:19][CH:18]=[CH:17][CH:16]=3)=[CH:13][S:12][C:10]=2[N:11]=1)[CH3:2].P(Cl)(Cl)([Cl:25])=O.CN(C)C1C=CC=CC=1. (3) Given the product [CH3:22][O:23][C:24]1[CH:29]=[CH:28][C:27]([N:30]2[C:5]([C:7]3[CH:17]=[CH:16][C:10]4[O:11][CH2:12][C:13](=[O:15])[NH:14][C:9]=4[CH:8]=3)=[CH:4][C:3]([C:2]([F:20])([F:19])[F:1])=[N:31]2)=[CH:26][CH:25]=1, predict the reactants needed to synthesize it. The reactants are: [F:1][C:2]([F:20])([F:19])[C:3](O)=[CH:4][C:5]([C:7]1[CH:17]=[CH:16][C:10]2[O:11][CH2:12][C:13](=[O:15])[NH:14][C:9]=2[CH:8]=1)=O.Cl.[CH3:22][O:23][C:24]1[CH:29]=[CH:28][C:27]([NH:30][NH2:31])=[CH:26][CH:25]=1. (4) Given the product [O:20]=[C:18]1[C:17]2[C:16](=[CH:24][CH:23]=[CH:22][CH:21]=2)[C:15](=[O:25])[N:19]1[CH2:2][C:3]1[C:12]2[C:7](=[CH:8][CH:9]=[CH:10][CH:11]=2)[C:6]([CH:13]=[O:14])=[CH:5][CH:4]=1, predict the reactants needed to synthesize it. The reactants are: Br[CH2:2][C:3]1[C:12]2[C:7](=[CH:8][CH:9]=[CH:10][CH:11]=2)[C:6]([CH:13]=[O:14])=[CH:5][CH:4]=1.[C:15]1(=[O:25])[NH:19][C:18](=[O:20])[C:17]2=[CH:21][CH:22]=[CH:23][CH:24]=[C:16]12.[K]. (5) Given the product [CH3:22][C:23]1[CH:24]=[C:25]([C:40]2[S:44][C:43](/[CH:45]=[CH:11]/[C:12]3[CH:13]=[CH:14][C:15]([C:16]([O:18][CH3:19])=[O:17])=[CH:20][CH:21]=3)=[N:42][CH:41]=2)[CH:26]=[C:27]([NH:29][C:30]2[N:35]=[C:34]([C:36]([F:38])([F:37])[F:39])[CH:33]=[CH:32][N:31]=2)[CH:28]=1, predict the reactants needed to synthesize it. The reactants are: [H-].[Na+].C(OP([CH2:11][C:12]1[CH:21]=[CH:20][C:15]([C:16]([O:18][CH3:19])=[O:17])=[CH:14][CH:13]=1)(OCC)=O)C.[CH3:22][C:23]1[CH:24]=[C:25]([C:40]2[S:44][C:43]([CH:45]=O)=[N:42][CH:41]=2)[CH:26]=[C:27]([NH:29][C:30]2[N:35]=[C:34]([C:36]([F:39])([F:38])[F:37])[CH:33]=[CH:32][N:31]=2)[CH:28]=1. (6) Given the product [NH2:40][C:37]1[CH:38]=[CH:39][C:34]([N:29]([C:27]2[C:26]([CH:45]3[CH2:47][CH2:46]3)=[CH:25][C:19]3[C:20]([C:21]([NH:23][CH3:24])=[O:22])=[C:16]([C:13]4[CH:12]=[CH:11][C:10]([Cl:9])=[CH:15][CH:14]=4)[O:17][C:18]=3[CH:28]=2)[S:30]([CH3:33])(=[O:32])=[O:31])=[CH:35][C:36]=1[C:43]#[N:44], predict the reactants needed to synthesize it. The reactants are: [O-]S(S([O-])=O)=O.[Na+].[Na+].[Cl:9][C:10]1[CH:15]=[CH:14][C:13]([C:16]2[O:17][C:18]3[CH:28]=[C:27]([N:29]([C:34]4[CH:39]=[CH:38][C:37]([N+:40]([O-])=O)=[C:36]([C:43]#[N:44])[CH:35]=4)[S:30]([CH3:33])(=[O:32])=[O:31])[C:26]([CH:45]4[CH2:47][CH2:46]4)=[CH:25][C:19]=3[C:20]=2[C:21]([NH:23][CH3:24])=[O:22])=[CH:12][CH:11]=1.